From a dataset of TCR-epitope binding with 47,182 pairs between 192 epitopes and 23,139 TCRs. Binary Classification. Given a T-cell receptor sequence (or CDR3 region) and an epitope sequence, predict whether binding occurs between them. (1) The epitope is TPGPGVRYPL. The TCR CDR3 sequence is CASSFEIAGGNEQFF. Result: 0 (the TCR does not bind to the epitope). (2) The epitope is KLSALGINAV. The TCR CDR3 sequence is CASSPLIRGLNEKLFF. Result: 0 (the TCR does not bind to the epitope).